From a dataset of Full USPTO retrosynthesis dataset with 1.9M reactions from patents (1976-2016). Predict the reactants needed to synthesize the given product. (1) Given the product [CH3:1][C:2]1[S:6][C:5]2=[N:7][C:13]([CH2:12][C:11]([OH:17])=[O:10])=[CH:14][N:4]2[N:3]=1.[CH3:8][O:10][C:11](=[O:17])[CH2:12][C:13]1[N:7]=[C:5]2[N:4]([CH:14]=1)[N:3]=[C:2]([CH3:1])[S:6]2, predict the reactants needed to synthesize it. The reactants are: [CH3:1][C:2]1[S:6][C:5]([NH2:7])=[N:4][N:3]=1.[CH2:8]([O:10][C:11](=[O:17])[CH2:12][C:13](=O)[CH2:14]Br)C. (2) Given the product [C:1]([Si:5]([CH3:24])([CH3:23])[O:6][C:7]1[C:8]([F:22])=[C:9]([C@H:14]([NH:15][S@@:16]([C:18]([CH3:21])([CH3:20])[CH3:19])=[O:17])[CH2:25][CH3:26])[CH:10]=[CH:11][C:12]=1[Cl:13])([CH3:4])([CH3:3])[CH3:2], predict the reactants needed to synthesize it. The reactants are: [C:1]([Si:5]([CH3:24])([CH3:23])[O:6][C:7]1[C:8]([F:22])=[C:9](/[CH:14]=[N:15]/[S@@:16]([C:18]([CH3:21])([CH3:20])[CH3:19])=[O:17])[CH:10]=[CH:11][C:12]=1[Cl:13])([CH3:4])([CH3:3])[CH3:2].[CH2:25]1COC[CH2:26]1.CC[Mg+].[Br-]. (3) Given the product [CH:15]1([CH:16]([OH:19])[CH2:10][C:5]2[CH:6]=[CH:7][CH:8]=[CH:9][C:4]=2[N+:1]([O-:3])=[O:2])[CH2:13][CH2:14]1, predict the reactants needed to synthesize it. The reactants are: [N+:1]([C:4]1[CH:9]=[CH:8][CH:7]=[CH:6][C:5]=1[CH3:10])([O-:3])=[O:2].[OH-].[K+].[CH2:13]1[CH:15]([CH:16]([OH:19])C#N)[CH2:14]1. (4) Given the product [NH2:26][C:14]1[CH:13]=[CH:12][C:11]([O:10][C:7]2[CH:8]=[CH:9][C:4]3[CH2:3][CH2:2][O:1][C:5]=3[CH:6]=2)=[CH:16][C:15]=1[CH2:17][NH:18][C:19](=[O:25])[O:20][C:21]([CH3:23])([CH3:22])[CH3:24], predict the reactants needed to synthesize it. The reactants are: [O:1]1[C:5]2[CH:6]=[C:7]([O:10][C:11]3[CH:12]=[CH:13][C:14]([N+:26]([O-])=O)=[C:15]([CH2:17][NH:18][C:19](=[O:25])[O:20][C:21]([CH3:24])([CH3:23])[CH3:22])[CH:16]=3)[CH:8]=[CH:9][C:4]=2[CH2:3][CH2:2]1.[Cl-].[NH4+].C(O)C. (5) Given the product [N:1]1[C:10]2[C:5](=[CH:6][C:7]([O:11][C:20](=[O:21])[NH:19][CH2:12][CH2:13][CH2:14][CH2:15][CH2:16][CH2:17][CH3:18])=[CH:8][CH:9]=2)[CH:4]=[CH:3][CH:2]=1, predict the reactants needed to synthesize it. The reactants are: [N:1]1[C:10]2[C:5](=[CH:6][C:7]([OH:11])=[CH:8][CH:9]=2)[CH:4]=[CH:3][CH:2]=1.[CH2:12]([N:19]=[C:20]=[O:21])[CH2:13][CH2:14][CH2:15][CH2:16][CH2:17][CH3:18].N1C=CC=CC=1.